This data is from Retrosynthesis with 50K atom-mapped reactions and 10 reaction types from USPTO. The task is: Predict the reactants needed to synthesize the given product. (1) Given the product COC(=O)c1cc(CS(=O)c2ccccc2)cnc1C1=NC(C)(C(C)C)C(=O)N1, predict the reactants needed to synthesize it. The reactants are: COC(=O)c1cc(CSc2ccccc2)cnc1C1=NC(C)(C(C)C)C(=O)N1.O=S([O-])S(=O)(=O)[O-]. (2) Given the product COc1cccc(C=CCN2CCc3nc(N)sc3CC2)c1, predict the reactants needed to synthesize it. The reactants are: COc1cccc(C=CCCl)c1.Nc1nc2c(s1)CCNCC2. (3) Given the product CCCCOCCOc1ccc(-c2ccc3c(c2)C=C(C(=O)Nc2ccc4c(c2)nc(SCc2cncn2CCC)n4C)CCN3CC(C)C)cc1, predict the reactants needed to synthesize it. The reactants are: CCCCOCCOc1ccc(-c2ccc3c(c2)C=C(C(=O)O)CCN3CC(C)C)cc1.CCCn1cncc1CSc1nc2cc(N)ccc2n1C. (4) Given the product CN1C(=O)COc2ccc(B3OC(C)(C)C(C)(C)O3)cc21, predict the reactants needed to synthesize it. The reactants are: CC1(C)OB(B2OC(C)(C)C(C)(C)O2)OC1(C)C.CN1C(=O)COc2ccc(Br)cc21. (5) Given the product Cc1cc2c(c(=O)n(C)c(=O)n2C)n1Cc1ccc(C(=O)c2ccc(Cl)cc2)cc1, predict the reactants needed to synthesize it. The reactants are: Cc1cc2c([nH]1)c(=O)n(C)c(=O)n2C.O=C(c1ccc(Cl)cc1)c1ccc(CBr)cc1. (6) Given the product C[C@H](CO)CN1C(=O)COc2ccc(F)cc21, predict the reactants needed to synthesize it. The reactants are: C[C@H](CO[Si](C)(C)C(C)(C)C)CN1C(=O)COc2ccc(F)cc21.